Dataset: Reaction yield outcomes from USPTO patents with 853,638 reactions. Task: Predict the reaction yield, written as a fraction of the theoretical maximum amount of product (1.0 means a 100% yield; for example, 0.34 means a 34% yield). (1) The reactants are [N:1]1([CH2:6][CH2:7][OH:8])[CH2:5][CH2:4][CH2:3][CH2:2]1.[Cl:9][C:10]1[CH:11]=[C:12]([CH:25]=[CH:26][C:27]=1[O:28][CH2:29][C:30]1[CH:35]=[CH:34][CH:33]=[CH:32][N:31]=1)[NH:13][C:14]1C2C(=CC=CC=2F)N=[CH:16][N:15]=1. No catalyst specified. The product is [Cl:9][C:10]1[CH:11]=[C:12]([CH:25]=[CH:26][C:27]=1[O:28][CH2:29][C:30]1[CH:35]=[CH:34][CH:33]=[CH:32][N:31]=1)[NH:13][C:14]1[N:15]=[CH:16][C:25]2[C:12](=[CH:11][CH:10]=[CH:27][C:26]=2[O:8][CH2:7][CH2:6][N:1]2[CH2:5][CH2:4][CH2:3][CH2:2]2)[N:13]=1. The yield is 0.440. (2) The catalyst is C1(C)C=CC=CC=1. The reactants are N#N.[F:3][C:4]1[CH:5]=[C:6]([CH:9]=[CH:10][C:11]=1[NH:12][CH:13]([CH2:16][OH:17])[CH2:14][CH3:15])[C:7]#[N:8].C1(C)C=CC(S(O)(=O)=O)=CC=1.C(O[CH:32](O)[C:33]([F:36])([F:35])[F:34])C. The product is [CH2:14]([CH:13]1[CH2:16][O:17][CH:32]([C:33]([F:36])([F:35])[F:34])[N:12]1[C:11]1[CH:10]=[CH:9][C:6]([C:7]#[N:8])=[CH:5][C:4]=1[F:3])[CH3:15]. The yield is 0.820.